The task is: Predict the reaction yield, written as a fraction of the theoretical maximum amount of product (1.0 means a 100% yield; for example, 0.34 means a 34% yield).. This data is from Reaction yield outcomes from USPTO patents with 853,638 reactions. (1) The reactants are [NH2:1][C:2]1[C:7]([CH3:8])=[C:6]([O:9][CH3:10])[CH:5]=[CH:4][C:3]=1[C:11]([CH3:13])=[O:12].[CH:14]([C:17]1[N:18]=[C:19]([C:22](Cl)=[O:23])[S:20][CH:21]=1)([CH3:16])[CH3:15]. The catalyst is O1CCOCC1. The product is [CH:14]([C:17]1[N:18]=[C:19]([C:22]([NH:1][C:2]2[C:7]([CH3:8])=[C:6]([O:9][CH3:10])[CH:5]=[CH:4][C:3]=2[C:11](=[O:12])[CH3:13])=[O:23])[S:20][CH:21]=1)([CH3:16])[CH3:15]. The yield is 0.900. (2) The reactants are Br[C:2]1[CH:3]=[N:4][N:5]([CH3:17])[C:6]=1[C:7]1[CH:8]=[C:9]([C:13]([O:15][CH3:16])=[O:14])[S:10][C:11]=1[CH3:12].[CH3:18]B1OB(C)OB(C)O1.C([O-])([O-])=O.[K+].[K+]. The catalyst is CN(C)C=O.C1C=CC(P(C2C=CC=CC=2)[C-]2C=CC=C2)=CC=1.C1C=CC(P(C2C=CC=CC=2)[C-]2C=CC=C2)=CC=1.Cl[Pd]Cl.[Fe+2]. The product is [CH3:17][N:5]1[C:6]([C:7]2[CH:8]=[C:9]([C:13]([O:15][CH3:16])=[O:14])[S:10][C:11]=2[CH3:12])=[C:2]([CH3:18])[CH:3]=[N:4]1. The yield is 0.580. (3) The reactants are C([O:4][C@@H:5]([C:12](=[O:59])[NH:13][C:14]1[CH:19]=[CH:18][CH:17]=[C:16]([C:20]2[C:28]3[C:23](=[CH:24][CH:25]=[C:26]([C:29]4[N:33]=[CH:32][N:31](C(C5C=CC=CC=5)(C5C=CC=CC=5)C5C=CC=CC=5)[N:30]=4)[CH:27]=3)[N:22](C3CCCCO3)[N:21]=2)[CH:15]=1)[C:6]1[CH:11]=[CH:10][CH:9]=[CH:8][CH:7]=1)(=O)C.C([O-])(O)=O.[Na+]. The catalyst is Cl.O1CCOCC1. The product is [NH:31]1[CH:32]=[N:33][C:29]([C:26]2[CH:27]=[C:28]3[C:23](=[CH:24][CH:25]=2)[NH:22][N:21]=[C:20]3[C:16]2[CH:15]=[C:14]([NH:13][C:12](=[O:59])[C@H:5]([OH:4])[C:6]3[CH:7]=[CH:8][CH:9]=[CH:10][CH:11]=3)[CH:19]=[CH:18][CH:17]=2)=[N:30]1. The yield is 0.350. (4) The reactants are [N:1]1[CH:6]=[CH:5][CH:4]=[CH:3][C:2]=1[NH:7][CH2:8][CH2:9][CH2:10][CH2:11][C:12]#[N:13].[NH2:14][OH:15]. The catalyst is CO. The product is [OH:15]/[N:14]=[C:12](\[NH2:13])/[CH2:11][CH2:10][CH2:9][CH2:8][NH:7][C:2]1[CH:3]=[CH:4][CH:5]=[CH:6][N:1]=1. The yield is 0.980. (5) The reactants are [Cl:1][C:2]1[CH:3]=[CH:4][C:5]([F:28])=[C:6]([C:8]2[N:13]=[C:12]([NH:14][C:15]3[C:20]([C:21](O)=[O:22])=[CH:19][N:18]=[CH:17][CH:16]=3)[C:11]3[CH:24]([CH3:27])[CH2:25][CH2:26][C:10]=3[N:9]=2)[CH:7]=1.[CH2:29]([N:31](CC)CC)C.CN.C1CN([P+](ON2N=NC3C=CC=CC2=3)(N2CCCC2)N2CCCC2)CC1.F[P-](F)(F)(F)(F)F. The catalyst is CN(C=O)C. The product is [Cl:1][C:2]1[CH:3]=[CH:4][C:5]([F:28])=[C:6]([C:8]2[N:13]=[C:12]([NH:14][C:15]3[C:20]([C:21]([NH:31][CH3:29])=[O:22])=[CH:19][N:18]=[CH:17][CH:16]=3)[C:11]3[CH:24]([CH3:27])[CH2:25][CH2:26][C:10]=3[N:9]=2)[CH:7]=1. The yield is 0.580. (6) The reactants are [C:1]([O:5][C:6]([N:8]1[CH2:13][CH2:12][CH:11]([N:14]([CH:25]2[CH2:30][CH2:29][CH:28]([CH3:31])[CH2:27][CH2:26]2)[C:15]([NH:17][C:18]2[S:19][C:20]([CH:23]=O)=[CH:21][N:22]=2)=[O:16])[CH2:10][CH2:9]1)=[O:7])([CH3:4])([CH3:3])[CH3:2].Cl.[CH3:33][N:34]([CH3:44])[S:35]([N:38]1[CH2:43][CH2:42][NH:41][CH2:40][CH2:39]1)(=[O:37])=[O:36].C(N(CC)CC)C.C(O[BH-](OC(=O)C)OC(=O)C)(=O)C.[Na+]. No catalyst specified. The product is [C:1]([O:5][C:6]([N:8]1[CH2:13][CH2:12][CH:11]([N:14]([CH:25]2[CH2:30][CH2:29][CH:28]([CH3:31])[CH2:27][CH2:26]2)[C:15]([NH:17][C:18]2[S:19][C:20]([CH2:23][N:41]3[CH2:42][CH2:43][N:38]([S:35](=[O:36])(=[O:37])[N:34]([CH3:33])[CH3:44])[CH2:39][CH2:40]3)=[CH:21][N:22]=2)=[O:16])[CH2:10][CH2:9]1)=[O:7])([CH3:2])([CH3:3])[CH3:4]. The yield is 0.390. (7) The reactants are [CH3:1][C:2]1[N:3]=[C:4]([C:9]2[CH:14]=[CH:13][CH:12]=[CH:11][CH:10]=2)[S:5][C:6]=1[CH:7]=O.[CH3:15][O:16][C:17]1[CH:18]=[C:19]([CH:23]=[CH:24][C:25]=1[O:26][CH3:27])[CH2:20][C:21]#[N:22]. No catalyst specified. The product is [CH3:15][O:16][C:17]1[CH:18]=[C:19](/[C:20](=[CH:7]/[C:6]2[S:5][C:4]([C:9]3[CH:14]=[CH:13][CH:12]=[CH:11][CH:10]=3)=[N:3][C:2]=2[CH3:1])/[C:21]#[N:22])[CH:23]=[CH:24][C:25]=1[O:26][CH3:27]. The yield is 0.920.